From a dataset of TCR-epitope binding with 47,182 pairs between 192 epitopes and 23,139 TCRs. Binary Classification. Given a T-cell receptor sequence (or CDR3 region) and an epitope sequence, predict whether binding occurs between them. (1) The epitope is KPLEFGATSAAL. The TCR CDR3 sequence is CASSLAGLGETQYF. Result: 1 (the TCR binds to the epitope). (2) The epitope is RLYYDSMSY. The TCR CDR3 sequence is CSVQKDSTYEQYF. Result: 1 (the TCR binds to the epitope). (3) The epitope is NQKLIANQF. The TCR CDR3 sequence is CASSYSLGKEAGYTF. Result: 0 (the TCR does not bind to the epitope). (4) Result: 0 (the TCR does not bind to the epitope). The epitope is AVFDRKSDAK. The TCR CDR3 sequence is CASSLAPASGRRDNEQFF. (5) The epitope is KMKDLSPRW. The TCR CDR3 sequence is CASTGLNTGELFF. Result: 0 (the TCR does not bind to the epitope). (6) The epitope is FLYALALLL. The TCR CDR3 sequence is CASSPGGLAGADTQYF. Result: 1 (the TCR binds to the epitope). (7) The epitope is YLDAYNMMI. The TCR CDR3 sequence is CASSELNVGPDQPQHF. Result: 1 (the TCR binds to the epitope).